Dataset: Forward reaction prediction with 1.9M reactions from USPTO patents (1976-2016). Task: Predict the product of the given reaction. Given the reactants [Br:1][C:2]1[CH:7]=[CH:6][C:5](B(O)O)=[CH:4][CH:3]=1.O.[C:12]1(=[O:17])[CH2:16][CH2:15][CH:14]=[CH:13]1, predict the reaction product. The product is: [Br:1][C:2]1[CH:7]=[CH:6][C:5]([C@H:14]2[CH2:15][CH2:16][C:12](=[O:17])[CH2:13]2)=[CH:4][CH:3]=1.